The task is: Predict the reactants needed to synthesize the given product.. This data is from Full USPTO retrosynthesis dataset with 1.9M reactions from patents (1976-2016). Given the product [N:1]1([C:6]2[N:11]=[CH:10][C:9]([C:12]([N:33]3[CH2:32][CH2:31][C:29]4[N:30]=[C:25]([NH:24][CH:16]5[CH2:15][C:23]6[C:18](=[CH:19][CH:20]=[CH:21][CH:22]=6)[CH2:17]5)[N:26]=[CH:27][C:28]=4[CH2:34]3)=[O:14])=[CH:8][CH:7]=2)[CH:5]=[CH:4][N:3]=[CH:2]1, predict the reactants needed to synthesize it. The reactants are: [N:1]1([C:6]2[N:11]=[CH:10][C:9]([C:12]([OH:14])=O)=[CH:8][CH:7]=2)[CH:5]=[CH:4][N:3]=[CH:2]1.[CH2:15]1[C:23]2[C:18](=[CH:19][CH:20]=[CH:21][CH:22]=2)[CH2:17][CH:16]1[NH:24][C:25]1[N:26]=[CH:27][C:28]2[CH2:34][NH:33][CH2:32][CH2:31][C:29]=2[N:30]=1.Cl.CN(C)CCCN=C=NCC.N1C=CC(N)=CC=1.